Dataset: Peptide-MHC class II binding affinity with 134,281 pairs from IEDB. Task: Regression. Given a peptide amino acid sequence and an MHC pseudo amino acid sequence, predict their binding affinity value. This is MHC class II binding data. The peptide sequence is RVKLSALTLKGTSYK. The MHC is DRB1_0701 with pseudo-sequence DRB1_0701. The binding affinity (normalized) is 0.385.